This data is from Reaction yield outcomes from USPTO patents with 853,638 reactions. The task is: Predict the reaction yield, written as a fraction of the theoretical maximum amount of product (1.0 means a 100% yield; for example, 0.34 means a 34% yield). (1) The reactants are [CH3:1][C:2]1([CH3:13])[NH:11][C:10](=[O:12])[C:5]2([CH2:9][CH2:8][CH2:7][CH2:6]2)[NH:4][CH2:3]1.[CH2:14](Br)[C:15]1[CH:20]=[CH:19][CH:18]=[CH:17][CH:16]=1.CCN(C(C)C)C(C)C. The catalyst is CN(C=O)C. The product is [CH2:14]([N:4]1[CH2:3][C:2]([CH3:13])([CH3:1])[NH:11][C:10](=[O:12])[C:5]21[CH2:9][CH2:8][CH2:7][CH2:6]2)[C:15]1[CH:20]=[CH:19][CH:18]=[CH:17][CH:16]=1. The yield is 0.960. (2) The reactants are C([Li])CCC.[Cl:6][C:7]1[CH:16]=[CH:15][C:10]2[S:11][CH:12]=[C:13]([CH3:14])[C:9]=2[CH:8]=1.Cl[C:18]([O:20][CH2:21][CH3:22])=[O:19].O. The catalyst is CCCCCC.C(OCC)C. The product is [Cl:6][C:7]1[CH:16]=[CH:15][C:10]2[S:11][C:12]([C:18]([O:20][CH2:21][CH3:22])=[O:19])=[C:13]([CH3:14])[C:9]=2[CH:8]=1. The yield is 0.670. (3) The reactants are [O:1]1[C:7]2[CH:8]=[CH:9][CH:10]=[CH:11][C:6]=2[N:5]([C:12]([O:14][C:15]([CH3:18])([CH3:17])[CH3:16])=[O:13])[CH2:4][CH2:3][CH2:2]1.CN(C)CCN(C)C.C([Li])(CC)C.CN(C)[CH:34]=[O:35]. The catalyst is C(OCC)C.C1CCCCC1. The product is [CH:34]([C:11]1[C:6]2[N:5]([C:12]([O:14][C:15]([CH3:18])([CH3:17])[CH3:16])=[O:13])[CH2:4][CH2:3][CH2:2][O:1][C:7]=2[CH:8]=[CH:9][CH:10]=1)=[O:35]. The yield is 0.840.